From a dataset of Reaction yield outcomes from USPTO patents with 853,638 reactions. Predict the reaction yield, written as a fraction of the theoretical maximum amount of product (1.0 means a 100% yield; for example, 0.34 means a 34% yield). (1) The reactants are [C:1]([O:18]NCC(OC1CC(=O)NC1=O)=O)(=O)[CH2:2][CH2:3][CH2:4][CH2:5][CH2:6][CH2:7][CH2:8][CH2:9][CH2:10][CH2:11][CH2:12][CH2:13][CH2:14][CH2:15][CH3:16].[NH2:31][C@H:32]([C:39]([OH:41])=[O:40])[CH2:33][C:34]1[N:38]=[CH:37][NH:36][CH:35]=1.[CH2:42]([N:44](CC)CC)[CH3:43].[F:49][C:50]([F:55])([F:54])[C:51]([OH:53])=[O:52]. The catalyst is CN(C=O)C.O. The product is [NH:44]([C:1]([CH2:2][CH2:3][CH2:4][CH2:5][CH2:6][CH2:7][CH2:8][CH2:9][CH2:10][CH2:11][CH2:12][CH2:13][CH2:14][CH2:15][CH3:16])=[O:18])[CH2:42][C:43]([NH:31][C@H:32]([C:39]([OH:41])=[O:40])[CH2:33][C:34]1[N:38]=[CH:37][NH:36][CH:35]=1)=[O:52].[F:49][C:50]([C:51]([OH:53])=[O:52])([F:55])[F:54]. The yield is 0.540. (2) The reactants are [N:1]([Si](C)(C)C)=[N+:2]=[N-:3].[C:8]([C:10]1[CH:11]=[C:12]([C:16]2[CH:17]=[CH:18][C:19]3[O:23][C:22]([C:24]4[CH:29]=[CH:28][C:27]([F:30])=[CH:26][CH:25]=4)=[C:21]([C:31]([NH:33][CH3:34])=[O:32])[C:20]=3[CH:35]=2)[CH:13]=[CH:14][CH:15]=1)#[N:9].C([Sn](CCCC)=O)CCC. The catalyst is C1(C)C=CC=CC=1. The product is [NH:1]1[C:8]([C:10]2[CH:11]=[C:12]([C:16]3[CH:17]=[CH:18][C:19]4[O:23][C:22]([C:24]5[CH:29]=[CH:28][C:27]([F:30])=[CH:26][CH:25]=5)=[C:21]([C:31]([NH:33][CH3:34])=[O:32])[C:20]=4[CH:35]=3)[CH:13]=[CH:14][CH:15]=2)=[N:9][N:3]=[N:2]1. The yield is 0.820. (3) The reactants are C1COCC1.[CH:6]1([Mg]Br)[CH2:8][CH2:7]1.Br[C:12]1[CH:17]=[CH:16][C:15]([Br:18])=[CH:14][N:13]=1.C(=O)(O)[O-].[Na+]. The catalyst is [Cl-].[Zn+2].[Cl-].Cl[Pd]Cl.C1C=CC(P(C2C=CC=CC=2)[C-]2C=CC=C2)=CC=1.C1C=CC(P(C2C=CC=CC=2)[C-]2C=CC=C2)=CC=1.[Fe+2]. The product is [Br:18][C:15]1[CH:16]=[CH:17][C:12]([CH:6]2[CH2:7][CH2:8]2)=[N:13][CH:14]=1. The yield is 0.500. (4) The reactants are [Cl:1][C:2]1[C:3]([O:15][CH3:16])=[CH:4][C:5]([N+:12]([O-:14])=[O:13])=[C:6]([NH:8]C(=O)C)[CH:7]=1. The catalyst is O.Cl.C(O)C. The product is [Cl:1][C:2]1[C:3]([O:15][CH3:16])=[CH:4][C:5]([N+:12]([O-:14])=[O:13])=[C:6]([CH:7]=1)[NH2:8]. The yield is 0.610. (5) The reactants are [C:1]([C:3]1([C:9]([O:11][C:12]([CH3:15])([CH3:14])[CH3:13])=[O:10])[CH2:8][CH2:7][O:6][CH2:5][CH2:4]1)#[N:2]. The catalyst is CO.[Ni]. The product is [NH2:2][CH2:1][C:3]1([C:9]([O:11][C:12]([CH3:15])([CH3:14])[CH3:13])=[O:10])[CH2:8][CH2:7][O:6][CH2:5][CH2:4]1. The yield is 0.830. (6) The yield is 0.330. The reactants are [Br:1][C:2]1[CH:7]=[C:6]([NH:8]S(C)(=O)=O)[C:5](I)=[CH:4][N:3]=1.[C:14]([C:16]1[CH:17]=[N:18][NH:19][CH:20]=1)#[CH:15].C(N(CC)CC)C.C1CCN2C(=NCCC2)CC1. The catalyst is CN(C=O)C.[NH4+].[Cl-].Cl[Pd](Cl)([P](C1C=CC=CC=1)(C1C=CC=CC=1)C1C=CC=CC=1)[P](C1C=CC=CC=1)(C1C=CC=CC=1)C1C=CC=CC=1.[Cu]I. The product is [Br:1][C:2]1[N:3]=[CH:4][C:5]2[CH:15]=[C:14]([C:16]3[CH:17]=[N:18][NH:19][CH:20]=3)[NH:8][C:6]=2[CH:7]=1. (7) The reactants are [CH3:1]C([O-])(C)C.[K+].Cl.[CH2:8]([O:10][C:11]([CH:13]1[CH2:18][CH2:17][N:16]([CH2:19][C:20]2[CH:25]=[CH:24][CH:23]=[CH:22][CH:21]=2)[CH2:15][C:14]1=[O:26])=[O:12])[CH3:9].IC.[NH4+].[Cl-]. The catalyst is C1COCC1. The product is [CH2:8]([O:10][C:11]([C:13]1([CH3:1])[CH2:18][CH2:17][N:16]([CH2:19][C:20]2[CH:21]=[CH:22][CH:23]=[CH:24][CH:25]=2)[CH2:15][C:14]1=[O:26])=[O:12])[CH3:9]. The yield is 0.530. (8) The reactants are [Br:1][C:2]1[CH:3]=[N:4][NH:5][C:6]=1[NH2:7].[H-].[Na+].[CH3:10][Si:11]([CH2:14][CH2:15][O:16][CH2:17]Cl)([CH3:13])[CH3:12]. The catalyst is C1COCC1. The product is [Br:1][C:2]1[CH:3]=[N:4][N:5]([CH2:17][O:16][CH2:15][CH2:14][Si:11]([CH3:13])([CH3:12])[CH3:10])[C:6]=1[NH2:7]. The yield is 0.800. (9) The reactants are Br[C:2]1[CH:7]=[CH:6][C:5]([O:8][CH2:9][CH2:10][CH2:11][O:12][CH3:13])=[CH:4][CH:3]=1.[OH:14][C:15]1[CH:20]=[C:19]([CH3:21])[C:18]([C:22](=[O:24])[CH3:23])=[C:17]([CH3:25])[CH:16]=1.Cl.CN(C)CC(O)=O.C(=O)([O-])[O-].[Cs+].[Cs+]. The catalyst is O1CCOCC1.[Cu](I)I.O. The product is [CH3:13][O:12][CH2:11][CH2:10][CH2:9][O:8][C:5]1[CH:6]=[CH:7][C:2]([O:14][C:15]2[CH:16]=[C:17]([CH3:25])[C:18]([C:22](=[O:24])[CH3:23])=[C:19]([CH3:21])[CH:20]=2)=[CH:3][CH:4]=1. The yield is 0.210.